Dataset: Reaction yield outcomes from USPTO patents with 853,638 reactions. Task: Predict the reaction yield, written as a fraction of the theoretical maximum amount of product (1.0 means a 100% yield; for example, 0.34 means a 34% yield). (1) The reactants are [F:1][C:2]1[CH:3]=[N:4][CH:5]=[CH:6][C:7]=1[C:8]1[C:9](=[O:19])[NH:10][C:11](=[O:18])[N:12]([CH2:14][CH2:15][CH:16]=O)[CH:13]=1.[F:20][C:21]([F:35])([F:34])[C:22]1[CH:27]=[CH:26][C:25]([C@:28]23[CH2:33][C@H:32]2[CH2:31][NH:30][CH2:29]3)=[CH:24][CH:23]=1.[BH-](OC(C)=O)(OC(C)=O)OC(C)=O.[Na+].[OH-].[Na+].C(Cl)[Cl:53].CO. The catalyst is CC(O)=O. The product is [ClH:53].[ClH:53].[F:1][C:2]1[CH:3]=[N:4][CH:5]=[CH:6][C:7]=1[C:8]1[C:9](=[O:19])[NH:10][C:11](=[O:18])[N:12]([CH2:14][CH2:15][CH2:16][N:30]2[CH2:31][C@H:32]3[C@:28]([C:25]4[CH:24]=[CH:23][C:22]([C:21]([F:20])([F:35])[F:34])=[CH:27][CH:26]=4)([CH2:33]3)[CH2:29]2)[CH:13]=1. The yield is 0.160. (2) The reactants are Br[C:2]1[CH:7]=[C:6]([S:8]([CH3:11])(=[O:10])=[O:9])[CH:5]=[C:4]([O:12][CH2:13][C:14]2[CH:19]=[CH:18][C:17]([O:20][CH3:21])=[CH:16][CH:15]=2)[CH:3]=1.[CH3:22][N:23]1[CH:28]=[C:27](B2OC(C)(C)C(C)(C)O2)[C:26]2[CH:38]=[CH:39][O:40][C:25]=2[C:24]1=[O:41].[O-]P([O-])([O-])=O.[K+].[K+].[K+]. The catalyst is O1CCOCC1.O.C1C=CC(P(C2C=CC=CC=2)[C-]2C=CC=C2)=CC=1.C1C=CC(P(C2C=CC=CC=2)[C-]2C=CC=C2)=CC=1.Cl[Pd]Cl.[Fe+2]. The product is [CH3:21][O:20][C:17]1[CH:18]=[CH:19][C:14]([CH2:13][O:12][C:4]2[CH:3]=[C:2]([C:27]3[C:26]4[CH:38]=[CH:39][O:40][C:25]=4[C:24](=[O:41])[N:23]([CH3:22])[CH:28]=3)[CH:7]=[C:6]([S:8]([CH3:11])(=[O:10])=[O:9])[CH:5]=2)=[CH:15][CH:16]=1. The yield is 0.740. (3) The reactants are Cl[C:2]1[CH:3]=[C:4]([CH:7]=[C:8]([N:10]2[CH2:14][CH2:13][CH2:12][CH2:11]2)[N:9]=1)[C:5]#[N:6].[F:15][C:16]([F:27])([F:26])[C:17]1[CH:22]=[CH:21][C:20](B(O)O)=[CH:19][CH:18]=1.C(=O)([O-])[O-].[Cs+].[Cs+]. The catalyst is C([O-])(=O)C.[Pd+2].C([O-])(=O)C.CC(C1C=C(C(C)C)C(C2C=CC=CC=2P(C2CCCCC2)C2CCCCC2)=C(C(C)C)C=1)C.O1CCOCC1. The product is [N:10]1([C:8]2[CH:7]=[C:4]([CH:3]=[C:2]([C:20]3[CH:21]=[CH:22][C:17]([C:16]([F:27])([F:26])[F:15])=[CH:18][CH:19]=3)[N:9]=2)[C:5]#[N:6])[CH2:14][CH2:13][CH2:12][CH2:11]1. The yield is 0.920. (4) The reactants are Cl[C:2]1[CH:3]=[CH:4][C:5]([N+:9]([O-:11])=[O:10])=[C:6]([NH2:8])[CH:7]=1.[NH:12]1[CH2:17][CH2:16][O:15][CH2:14][CH2:13]1.O. The catalyst is CS(C)=O. The product is [N:12]1([C:2]2[CH:3]=[CH:4][C:5]([N+:9]([O-:11])=[O:10])=[C:6]([NH2:8])[CH:7]=2)[CH2:17][CH2:16][O:15][CH2:14][CH2:13]1. The yield is 0.430.